This data is from Reaction yield outcomes from USPTO patents with 853,638 reactions. The task is: Predict the reaction yield, written as a fraction of the theoretical maximum amount of product (1.0 means a 100% yield; for example, 0.34 means a 34% yield). (1) The reactants are [OH:1][C:2]1[CH:11]=[C:10]2[C:5]([CH:6]=[CH:7][CH:8]=[N:9]2)=[CH:4][CH:3]=1.N1C=CC=CC=1.[F:18][C:19]([F:32])([F:31])[S:20](O[S:20]([C:19]([F:32])([F:31])[F:18])(=[O:22])=[O:21])(=[O:22])=[O:21]. The catalyst is ClCCl. The product is [F:18][C:19]([F:32])([F:31])[S:20]([O:1][C:2]1[CH:11]=[C:10]2[C:5]([CH:6]=[CH:7][CH:8]=[N:9]2)=[CH:4][CH:3]=1)(=[O:22])=[O:21]. The yield is 0.950. (2) The reactants are Cl[C:2]1[N:7]=[N:6][C:5]([O:8][CH:9]([CH3:11])[CH3:10])=[C:4]([N:12]2[CH2:17][CH2:16][O:15][CH2:14][CH2:13]2)[CH:3]=1.[CH3:18][C:19]1[N:24]=[CH:23][C:22]([NH2:25])=[CH:21][C:20]=1B1OC(C)(C)C(C)(C)O1.C(=O)([O-])[O-].[Na+].[Na+]. The catalyst is COCCOC.C1C=CC(P(C2C=CC=CC=2)[C-]2C=CC=C2)=CC=1.C1C=CC(P(C2C=CC=CC=2)[C-]2C=CC=C2)=CC=1.Cl[Pd]Cl.[Fe+2].C(Cl)Cl. The product is [CH:9]([O:8][C:5]1[N:6]=[N:7][C:2]([C:20]2[CH:21]=[C:22]([NH2:25])[CH:23]=[N:24][C:19]=2[CH3:18])=[CH:3][C:4]=1[N:12]1[CH2:17][CH2:16][O:15][CH2:14][CH2:13]1)([CH3:11])[CH3:10]. The yield is 0.880. (3) The reactants are I[C:2]1[CH:3]=[N:4][CH:5]=[C:6]([I:9])[C:7]=1[OH:8].[C:10]([C:12]1[CH:17]=[CH:16][CH:15]=[C:14]([F:18])[CH:13]=1)#[CH:11].N1C=CC=CC=1. The catalyst is C(OCC)(=O)C.[Cu]=O. The product is [F:18][C:14]1[CH:13]=[C:12]([C:10]2[O:8][C:7]3[C:6]([I:9])=[CH:5][N:4]=[CH:3][C:2]=3[CH:11]=2)[CH:17]=[CH:16][CH:15]=1. The yield is 0.680. (4) The reactants are [Cl:1][C:2]1[N:7]=[C:6](Cl)[C:5]([N+:9]([O-:11])=[O:10])=[CH:4][N:3]=1.CCN(C(C)C)C(C)C.[CH:21]([O:24][C:25]1[NH:29][N:28]=[C:27]([NH2:30])[CH:26]=1)([CH3:23])[CH3:22]. The catalyst is C1COCC1. The product is [Cl:1][C:2]1[N:7]=[C:6]([NH:30][C:27]2[CH:26]=[C:25]([O:24][CH:21]([CH3:23])[CH3:22])[NH:29][N:28]=2)[C:5]([N+:9]([O-:11])=[O:10])=[CH:4][N:3]=1. The yield is 0.450. (5) The reactants are [CH:1]([O:4][C:5]([N:7]1[CH2:12][CH2:11][CH:10]([O:13][C:14]2[C:19]([O:20][CH3:21])=[C:18]([NH:22][C:23]3[C:24]([CH3:33])=[N:25][C:26]([CH2:29][C:30](O)=[O:31])=[CH:27][CH:28]=3)[N:17]=[CH:16][N:15]=2)[CH2:9][CH2:8]1)=[O:6])([CH3:3])[CH3:2].[H-].[Al+3].[Li+].[H-].[H-].[H-]. The catalyst is C1COCC1. The product is [CH:1]([O:4][C:5]([N:7]1[CH2:12][CH2:11][CH:10]([O:13][C:14]2[C:19]([O:20][CH3:21])=[C:18]([NH:22][C:23]3[C:24]([CH3:33])=[N:25][C:26]([CH2:29][CH2:30][OH:31])=[CH:27][CH:28]=3)[N:17]=[CH:16][N:15]=2)[CH2:9][CH2:8]1)=[O:6])([CH3:2])[CH3:3]. The yield is 0.190. (6) No catalyst specified. The yield is 0.400. The reactants are [O:1]=[C:2]([C:9]1[O:10][C:11]([C:14]2[CH:19]=[CH:18][CH:17]=[CH:16][N:15]=2)=[CH:12][N:13]=1)[CH2:3][CH2:4][CH2:5][CH2:6][C:7]#[CH:8].I[C:21]1[CH:26]=[CH:25][CH:24]=[C:23]([NH:27][C:28]([O:30][C:31]([CH3:34])([CH3:33])[CH3:32])=[O:29])[CH:22]=1. The product is [O:1]=[C:2]([C:9]1[O:10][C:11]([C:14]2[CH:19]=[CH:18][CH:17]=[CH:16][N:15]=2)=[CH:12][N:13]=1)[CH2:3][CH2:4][CH2:5][CH2:6][C:7]#[C:8][C:25]1[CH:26]=[CH:21][CH:22]=[C:23]([NH:27][C:28]([O:30][C:31]([CH3:34])([CH3:33])[CH3:32])=[O:29])[CH:24]=1. (7) The catalyst is C(O)CCC.O.[Cu]I. The reactants are [O-]P([O-])([O-])=O.[K+].[K+].[K+].[NH2:9][CH2:10][CH2:11][CH2:12][CH2:13][CH2:14][OH:15].C(O)CO.I[C:21]1[CH:26]=[CH:25][C:24]([O:27][CH3:28])=[CH:23][CH:22]=1.N. The product is [CH3:28][O:27][C:24]1[CH:25]=[CH:26][C:21]([NH:9][CH2:10][CH2:11][CH2:12][CH2:13][CH2:14][OH:15])=[CH:22][CH:23]=1. The yield is 0.850.